Dataset: Full USPTO retrosynthesis dataset with 1.9M reactions from patents (1976-2016). Task: Predict the reactants needed to synthesize the given product. (1) Given the product [CH3:1][CH:2]([CH3:31])[C:3]([NH:5][C:6]1[CH:11]=[CH:10][CH:9]=[C:8]([CH:12]2[CH2:17][CH2:16][N:15]([CH2:18][CH2:19][CH2:20][CH2:21][C:22]3[C:38]4[C:37](=[CH:36][CH:35]=[C:34]([CH3:33])[CH:39]=4)[NH:40][C:23]=3[C:24]3[CH:29]=[CH:28][CH:27]=[CH:26][CH:25]=3)[CH2:14][CH2:13]2)[CH:7]=1)=[O:4], predict the reactants needed to synthesize it. The reactants are: [CH3:1][CH:2]([CH3:31])[C:3]([NH:5][C:6]1[CH:11]=[CH:10][CH:9]=[C:8]([CH:12]2[CH2:17][CH2:16][N:15]([CH2:18][CH2:19][CH2:20][CH2:21][CH2:22][C:23](=O)[C:24]3[CH:29]=[CH:28][CH:27]=[CH:26][CH:25]=3)[CH2:14][CH2:13]2)[CH:7]=1)=[O:4].Cl.[CH3:33][C:34]1[CH:39]=[CH:38][C:37]([NH:40]N)=[CH:36][CH:35]=1. (2) Given the product [CH3:22][O:21][C:18]1[CH:19]=[CH:20][C:15]([CH2:14][N:10]2[C:11]3[C:7](=[CH:6][CH:5]=[C:4]([Br:3])[CH:12]=3)[CH:8]=[N:9]2)=[CH:16][CH:17]=1, predict the reactants needed to synthesize it. The reactants are: [H-].[Na+].[Br:3][C:4]1[CH:12]=[C:11]2[C:7]([CH:8]=[N:9][NH:10]2)=[CH:6][CH:5]=1.Cl[CH2:14][C:15]1[CH:20]=[CH:19][C:18]([O:21][CH3:22])=[CH:17][CH:16]=1.